This data is from Reaction yield outcomes from USPTO patents with 853,638 reactions. The task is: Predict the reaction yield, written as a fraction of the theoretical maximum amount of product (1.0 means a 100% yield; for example, 0.34 means a 34% yield). (1) The reactants are Cl[C:2]1[CH:3]=[CH:4][C:5]2[N:6]([C:8]([C:11]3[N:16]=[C:15]([NH:17][C@H:18]([C:20]4[CH:25]=[CH:24][CH:23]=[CH:22][CH:21]=4)[CH3:19])[CH:14]=[N:13][CH:12]=3)=[CH:9][N:10]=2)[CH:7]=1.[N:26]1[CH:31]=[CH:30][CH:29]=[C:28](B(O)O)[CH:27]=1.C(=O)([O-])[O-].[K+].[K+]. The catalyst is O1CCOCC1.C(O)C.C1C=CC(/C=C/C(/C=C/C2C=CC=CC=2)=O)=CC=1.C1C=CC(/C=C/C(/C=C/C2C=CC=CC=2)=O)=CC=1.C1C=CC(/C=C/C(/C=C/C2C=CC=CC=2)=O)=CC=1.[Pd].[Pd]. The product is [C:20]1([C@@H:18]([NH:17][C:15]2[CH:14]=[N:13][CH:12]=[C:11]([C:8]3[N:6]4[CH:7]=[C:2]([C:28]5[CH:27]=[N:26][CH:31]=[CH:30][CH:29]=5)[CH:3]=[CH:4][C:5]4=[N:10][CH:9]=3)[N:16]=2)[CH3:19])[CH:25]=[CH:24][CH:23]=[CH:22][CH:21]=1. The yield is 0.450. (2) The reactants are [F:1][C:2]1([F:9])[CH2:5][C:4]([CH2:7][OH:8])([CH3:6])[CH2:3]1.[CH3:10][S:11](Cl)(=[O:13])=[O:12]. The catalyst is C(Cl)Cl. The product is [CH3:10][S:11]([O:8][CH2:7][C:4]1([CH3:6])[CH2:5][C:2]([F:9])([F:1])[CH2:3]1)(=[O:13])=[O:12]. The yield is 0.635. (3) The reactants are C1COCC1.[OH:6][C@@H:7]1[C@@:14]([CH3:29])([CH2:15][CH2:16][CH2:17][C:18]([CH3:28])([O:20][Si:21]([CH2:26][CH3:27])([CH2:24][CH3:25])[CH2:22][CH3:23])[CH3:19])[C@@H:13]2[C@:30]([OH:33])(OC)[C@@:9]([CH2:37][CH:38]=[C:39]([CH3:41])[CH3:40])([C:10]([O:35][CH3:36])=[CH:11][C:12]2=[O:34])[CH2:8]1.C([Li])CCC.[CH:47]1[CH:52]=[CH:51][C:50]([O:53][C:54](Cl)=[S:55])=[CH:49][CH:48]=1. The catalyst is CCOC(C)=O.CCCCCC. The product is [C:54](=[S:55])([O:53][C:50]1[CH:51]=[CH:52][CH:47]=[CH:48][CH:49]=1)[O:6][C@H:7]1[CH2:8][C@@:9]2([CH2:37][CH:38]=[C:39]([CH3:41])[CH3:40])[C:30](=[O:33])[C@H:13]([C:12](=[O:34])[CH:11]=[C:10]2[O:35][CH3:36])[C@:14]1([CH3:29])[CH2:15][CH2:16][CH2:17][C:18]([CH3:19])([O:20][Si:21]([CH2:24][CH3:25])([CH2:22][CH3:23])[CH2:26][CH3:27])[CH3:28]. The yield is 0.600. (4) The reactants are C([Sn](CCCC)(CCCC)[C:6]1[S:7][CH:8]=[CH:9][CH:10]=1)CCC.[C:19]([O:23][C:24](=[O:43])[N:25]([CH2:27][C:28]1[CH:32]=[C:31](Br)[N:30]([S:34]([C:37]2[CH:38]=[N:39][CH:40]=[CH:41][CH:42]=2)(=[O:36])=[O:35])[CH:29]=1)[CH3:26])([CH3:22])([CH3:21])[CH3:20]. The catalyst is C1(C)C=CC=CC=1.C1C=CC([P]([Pd]([P](C2C=CC=CC=2)(C2C=CC=CC=2)C2C=CC=CC=2)([P](C2C=CC=CC=2)(C2C=CC=CC=2)C2C=CC=CC=2)[P](C2C=CC=CC=2)(C2C=CC=CC=2)C2C=CC=CC=2)(C2C=CC=CC=2)C2C=CC=CC=2)=CC=1. The product is [CH3:26][N:25]([CH2:27][C:28]1[CH:32]=[C:31]([C:6]2[S:7][CH:8]=[CH:9][CH:10]=2)[N:30]([S:34]([C:37]2[CH:38]=[N:39][CH:40]=[CH:41][CH:42]=2)(=[O:36])=[O:35])[CH:29]=1)[C:24](=[O:43])[O:23][C:19]([CH3:22])([CH3:20])[CH3:21]. The yield is 0.730.